From a dataset of Full USPTO retrosynthesis dataset with 1.9M reactions from patents (1976-2016). Predict the reactants needed to synthesize the given product. (1) Given the product [NH2:11][C:9]1[N:8]=[CH:7][N:6]=[C:5]2[N:4]([C@H:12]3[CH2:17][CH2:16][C@H:15]([N:18]4[CH2:23][CH2:22][N:21]([CH3:24])[CH2:20][CH2:19]4)[CH2:14][CH2:13]3)[N:3]=[C:2]([C:30]3[CH:29]=[CH:28][C:27]([NH:41][C:42]4[O:43][C:44]5[CH:50]=[CH:49][CH:48]=[CH:47][C:45]=5[N:46]=4)=[C:26]([F:25])[CH:31]=3)[C:10]=12, predict the reactants needed to synthesize it. The reactants are: I[C:2]1[C:10]2[C:5](=[N:6][CH:7]=[N:8][C:9]=2[NH2:11])[N:4]([C@H:12]2[CH2:17][CH2:16][C@H:15]([N:18]3[CH2:23][CH2:22][N:21]([CH3:24])[CH2:20][CH2:19]3)[CH2:14][CH2:13]2)[N:3]=1.[F:25][C:26]1[CH:31]=[C:30](B2OC(C)(C)C(C)(C)O2)[CH:29]=[CH:28][C:27]=1[NH:41][C:42]1[O:43][C:44]2[CH:50]=[CH:49][CH:48]=[CH:47][C:45]=2[N:46]=1. (2) The reactants are: O.Cl.[NH:3]1[CH2:8][CH2:7][C:6](=[O:9])[CH2:5][CH2:4]1.[C:10]([CH:12]=[C:13]1[CH2:16][N:15]([C:17]([O:19][C:20]([CH3:23])([CH3:22])[CH3:21])=[O:18])[CH2:14]1)#[N:11].N12CCCN=C1CCCCC2. Given the product [C:10]([CH2:12][C:13]1([N:3]2[CH2:8][CH2:7][C:6](=[O:9])[CH2:5][CH2:4]2)[CH2:16][N:15]([C:17]([O:19][C:20]([CH3:23])([CH3:22])[CH3:21])=[O:18])[CH2:14]1)#[N:11], predict the reactants needed to synthesize it. (3) Given the product [O:25]1[CH:26]=[N:27][C:23]([C@H:13]2[NH:14][CH2:15][C@H:10]([N:9]([O:8][CH2:1][C:2]3[CH:7]=[CH:6][CH:5]=[CH:4][CH:3]=3)[C:28]([Cl:30])=[O:29])[CH2:11][CH2:12]2)=[N:24]1, predict the reactants needed to synthesize it. The reactants are: [CH2:1]([O:8][N:9]([C:28]([Cl:30])=[O:29])[C@H:10]1[CH2:15][N:14](C(OC(C)(C)C)=O)[C@H:13]([C:23]2[N:27]=[CH:26][O:25][N:24]=2)[CH2:12][CH2:11]1)[C:2]1[CH:7]=[CH:6][CH:5]=[CH:4][CH:3]=1.Cl. (4) Given the product [O:27]1[C:28]2[CH:29]=[CH:50][C:31]([CH2:34][NH:35][CH:5]3[CH2:4][CH2:3][CH:2]([CH2:9][CH2:10][N:11]4[C:20]5[C:15](=[CH:16][CH:17]=[C:18]([O:21][CH3:22])[CH:19]=5)[C:36]([CH3:37])=[CH:13][C:12]4=[O:23])[CH2:7][CH2:6]3)=[CH:32][C:33]=2[O:24][CH2:25][CH2:26]1, predict the reactants needed to synthesize it. The reactants are: O[C:2]1([CH2:9][CH2:10][N:11]2[C:20]3[C:15](=[CH:16][CH:17]=[C:18]([O:21][CH3:22])[CH:19]=3)N=[CH:13][C:12]2=[O:23])[CH2:7][CH2:6][C:5](=O)[CH2:4][CH2:3]1.[O:24]1[C:33]2[CH:32]=[C:31]([CH2:34][NH2:35])N=[CH:29][C:28]=2[O:27][CH2:26][CH2:25]1.[C:36](O[BH-](OC(=O)C)OC(=O)C)(=O)[CH3:37].[Na+].[C:50](=O)([O-])O.[Na+]. (5) Given the product [C:7]([O:11][C:12]([N:14]1[CH2:19][CH2:18][N:17]([C:21]2[CH:26]=[CH:25][C:24]([N+:27]([O-:29])=[O:28])=[CH:23][N:22]=2)[CH2:16][CH2:15]1)=[O:13])([CH3:10])([CH3:8])[CH3:9], predict the reactants needed to synthesize it. The reactants are: C(=O)([O-])[O-].[K+].[K+].[C:7]([O:11][C:12]([N:14]1[CH2:19][CH2:18][NH:17][CH2:16][CH2:15]1)=[O:13])([CH3:10])([CH3:9])[CH3:8].Cl[C:21]1[CH:26]=[CH:25][C:24]([N+:27]([O-:29])=[O:28])=[CH:23][N:22]=1. (6) Given the product [CH3:47][O:46][C:44](=[O:45])[CH2:43][N:21]([CH2:22][CH2:23][CH2:24][CH2:25][N:26]([CH2:27][CH2:28][CH3:29])[CH2:30][CH2:31][CH3:32])[CH2:20][C:19]1[CH:33]=[CH:34][C:16]([CH2:15][N:7]([CH2:6][C:2]2[N:3]([CH2:51][C:52]([O:53][CH3:54])=[O:49])[CH:4]=[CH:5][N:1]=2)[CH2:8][C:9]2[N:10]([CH3:14])[CH:11]=[CH:12][N:13]=2)=[CH:17][CH:18]=1, predict the reactants needed to synthesize it. The reactants are: [NH:1]1[CH:5]=[CH:4][N:3]=[C:2]1[CH2:6][N:7]([CH2:15][C:16]1[CH:34]=[CH:33][C:19]([CH2:20][NH:21][CH2:22][CH2:23][CH2:24][CH2:25][N:26]([CH2:30][CH2:31][CH3:32])[CH2:27][CH2:28][CH3:29])=[CH:18][CH:17]=1)[CH2:8][C:9]1[N:10]([CH3:14])[CH:11]=[CH:12][N:13]=1.C(N(CC)CC)C.Br[CH2:43][C:44]([O:46][CH3:47])=[O:45].C[OH:49].C1[CH2:54][O:53][CH2:52][CH2:51]1. (7) Given the product [C:27]([O:19][C:18]1[C:9]([O:8][C:1](=[O:39])[CH3:2])=[CH:10][C:11]2[CH2:12][CH2:13][C:14]([CH3:25])([CH3:24])[C:15](=[O:23])[C:16]=2[C:17]=1[N+:20]([O-:22])=[O:21])(=[O:29])[CH3:28], predict the reactants needed to synthesize it. The reactants are: [CH2:1]([O:8][C:9]1[CH:10]=[C:11]2[C:16](=[C:17]([N+:20]([O-:22])=[O:21])[C:18]=1[OH:19])[C:15](=[O:23])[C:14]([CH3:25])([CH3:24])[CH2:13][CH2:12]2)[C:2]1C=CC=CC=1.Br.[C:27](O)(=[O:29])[CH3:28].N1C=CC=CC=1.C(OC(=O)C)(=[O:39])C.